This data is from Catalyst prediction with 721,799 reactions and 888 catalyst types from USPTO. The task is: Predict which catalyst facilitates the given reaction. (1) Reactant: [CH2:1]([C:5]1[NH:10][C:9](=[O:11])[CH:8]=[C:7]([CH3:12])[N:6]=1)[CH2:2][CH2:3][CH3:4].Br[CH2:14][C:15]1[CH:20]=[CH:19][C:18]([C:21]2[C:22]([C:27]#[N:28])=[CH:23][CH:24]=[CH:25][CH:26]=2)=[CH:17][C:16]=1[F:29].C(=O)([O-])[O-].[K+].[K+]. Product: [CH2:1]([C:5]1[N:10]([CH2:14][C:15]2[CH:20]=[CH:19][C:18]([C:21]3[C:22]([C:27]#[N:28])=[CH:23][CH:24]=[CH:25][CH:26]=3)=[CH:17][C:16]=2[F:29])[C:9](=[O:11])[CH:8]=[C:7]([CH3:12])[N:6]=1)[CH2:2][CH2:3][CH3:4]. The catalyst class is: 10. (2) Reactant: C1(S([N:10]2[C:14]3=[N:15][CH:16]=[C:17]([F:19])[CH:18]=[C:13]3[CH:12]=[C:11]2[C:20]([C:27]2[CH:32]=[CH:31][C:30]([S:33]([CH3:36])(=[O:35])=[O:34])=[CH:29][CH:28]=2)=[CH:21][CH:22]2[CH2:26][CH2:25][CH2:24][CH2:23]2)(=O)=O)C=CC=CC=1.[F-].C([N+](CCCC)(CCCC)CCCC)CCC.O1CCCC1. Product: [CH:22]1(/[CH:21]=[C:20](/[C:11]2[NH:10][C:14]3=[N:15][CH:16]=[C:17]([F:19])[CH:18]=[C:13]3[CH:12]=2)\[C:27]2[CH:32]=[CH:31][C:30]([S:33]([CH3:36])(=[O:35])=[O:34])=[CH:29][CH:28]=2)[CH2:26][CH2:25][CH2:24][CH2:23]1. The catalyst class is: 170. (3) Reactant: [N:1]1[CH:6]=[CH:5][CH:4]=[C:3]([C:7]2[CH:12]=[CH:11][CH:10]=[CH:9][C:8]=2[OH:13])[CH:2]=1.Br[CH2:15][C:16]([O:18][CH3:19])=[O:17].C(=O)([O-])[O-].[K+].[K+]. Product: [N:1]1[CH:6]=[CH:5][CH:4]=[C:3]([C:7]2[CH:12]=[CH:11][CH:10]=[CH:9][C:8]=2[O:13][CH2:15][C:16]([O:18][CH3:19])=[O:17])[CH:2]=1. The catalyst class is: 10. (4) Reactant: C[O:2][C:3]([C:5]1[CH:10]=[CH:9][C:8]([C:11]2[CH:16]=[CH:15][C:14]([C:17]([F:20])([F:19])[F:18])=[CH:13][CH:12]=2)=[CH:7][C:6]=1[CH3:21])=O.[H-].C([Al+]CC(C)C)C(C)C. Product: [CH3:21][C:6]1[CH:7]=[C:8]([C:11]2[CH:16]=[CH:15][C:14]([C:17]([F:18])([F:19])[F:20])=[CH:13][CH:12]=2)[CH:9]=[CH:10][C:5]=1[CH2:3][OH:2]. The catalyst class is: 390. (5) Reactant: [CH3:1][C:2]([O:5][C:6]([NH:8][CH2:9][C:10]([OH:12])=O)=[O:7])([CH3:4])[CH3:3].C1C=CC2N(O)N=NC=2C=1.C(Cl)CCl.C(N1CCOCC1)C.[F:35][CH:36]1[CH2:40][CH2:39][N:38]([C:41]2[CH:48]=[CH:47][C:46]([C:49]3[O:53][N:52]=[C:51]([C:54]4[CH:64]=[CH:63][C:57]5[CH2:58][CH2:59][NH:60][CH2:61][CH2:62][C:56]=5[CH:55]=4)[N:50]=3)=[CH:45][C:42]=2[C:43]#[N:44])[CH2:37]1. Product: [C:43]([C:42]1[CH:45]=[C:46]([C:49]2[O:53][N:52]=[C:51]([C:54]3[CH:64]=[CH:63][C:57]4[CH2:58][CH2:59][N:60]([C:10](=[O:12])[CH2:9][NH:8][C:6](=[O:7])[O:5][C:2]([CH3:1])([CH3:3])[CH3:4])[CH2:61][CH2:62][C:56]=4[CH:55]=3)[N:50]=2)[CH:47]=[CH:48][C:41]=1[N:38]1[CH2:39][CH2:40][CH:36]([F:35])[CH2:37]1)#[N:44]. The catalyst class is: 3.